This data is from Catalyst prediction with 721,799 reactions and 888 catalyst types from USPTO. The task is: Predict which catalyst facilitates the given reaction. (1) Reactant: [Cl:1][C:2]1[CH:7]=[C:6]([OH:8])[CH:5]=[CH:4][C:3]=1[NH:9][C:10]([NH:12][CH:13]1[CH2:15][CH2:14]1)=[O:11].[CH3:16][O:17][C:18]1[CH:27]=[C:26]2[C:21]([C:22](Cl)=[CH:23][CH:24]=[N:25]2)=[CH:20][C:19]=1[C:29]([NH2:31])=[O:30].CC(C)([O-])C.[K+].CS(C)=O. Product: [Cl:1][C:2]1[CH:7]=[C:6]([CH:5]=[CH:4][C:3]=1[NH:9][C:10]([NH:12][CH:13]1[CH2:14][CH2:15]1)=[O:11])[O:8][C:22]1[C:21]2[C:26](=[CH:27][C:18]([O:17][CH3:16])=[C:19]([C:29]([NH2:31])=[O:30])[CH:20]=2)[N:25]=[CH:24][CH:23]=1. The catalyst class is: 95. (2) Product: [C:1]([N:8]([CH2:20][CH2:21][C:22]([C:24]1[CH:29]=[CH:28][CH:27]=[CH:26][CH:25]=1)=[O:23])[NH:9][C:10]([O:12][C:13]([CH3:16])([CH3:15])[CH3:14])=[O:11])([O:3][C:4]([CH3:7])([CH3:6])[CH3:5])=[O:2]. The catalyst class is: 1. Reactant: [C:1]([NH:8][NH:9][C:10]([O:12][C:13]([CH3:16])([CH3:15])[CH3:14])=[O:11])([O:3][C:4]([CH3:7])([CH3:6])[CH3:5])=[O:2].[H-].[Na+].Cl[CH2:20][CH2:21][C:22]([C:24]1[CH:29]=[CH:28][CH:27]=[CH:26][CH:25]=1)=[O:23].O.